From a dataset of Reaction yield outcomes from USPTO patents with 853,638 reactions. Predict the reaction yield, written as a fraction of the theoretical maximum amount of product (1.0 means a 100% yield; for example, 0.34 means a 34% yield). (1) The reactants are [CH2:1]([N:8]1[C:13](=[O:14])[C:12]2[C:15]([CH3:18])=[N:16][S:17][C:11]=2[N:10]=[C:9]1[CH:19](Br)[CH:20]([CH3:22])[CH3:21])[C:2]1[CH:7]=[CH:6][CH:5]=[CH:4][CH:3]=1.[N-:24]=[N+:25]=[N-:26].[Na+].[Br-]. The catalyst is CN(C=O)C. The product is [N:24]([CH:19]([C:9]1[N:8]([CH2:1][C:2]2[CH:7]=[CH:6][CH:5]=[CH:4][CH:3]=2)[C:13](=[O:14])[C:12]2[C:15]([CH3:18])=[N:16][S:17][C:11]=2[N:10]=1)[CH:20]([CH3:22])[CH3:21])=[N+:25]=[N-:26]. The yield is 0.940. (2) The reactants are [C:1]1(=[O:7])[CH2:6][CH2:5][CH2:4][CH:3]=[CH:2]1.[CH2:8]([SH:24])[CH2:9][CH2:10][CH2:11][CH2:12][CH2:13][CH2:14][CH2:15][CH2:16][CH2:17][CH2:18][CH2:19][CH2:20][CH2:21][CH2:22][CH3:23]. The catalyst is [OH-].[Na+].C1COCC1. The product is [CH2:8]([S:24][CH:3]1[CH2:4][CH2:5][CH2:6][C:1](=[O:7])[CH2:2]1)[CH2:9][CH2:10][CH2:11][CH2:12][CH2:13][CH2:14][CH2:15][CH2:16][CH2:17][CH2:18][CH2:19][CH2:20][CH2:21][CH2:22][CH3:23]. The yield is 0.700. (3) The product is [C:19]([O:18][C:16](=[NH:15])[CH:20]=[C:19]([CH3:22])[CH3:21])([CH3:20])([CH3:21])[CH3:22]. The reactants are C1(C)C=CC(S(OCC([NH:15][C:16]([O:18][C:19]([CH3:22])([CH3:21])[CH3:20])=O)(C)C)(=O)=O)=CC=1.[OH-].[Na+]. The catalyst is CCOCC. The yield is 0.662. (4) The reactants are C([O:3][C:4]([C:6]1[NH:7][CH:8]=[CH:9][C:10]=1[NH:11][CH2:12][CH:13]([O:22][Si:23]([C:26]([CH3:29])([CH3:28])[CH3:27])([CH3:25])[CH3:24])[C:14]1[CH:19]=[CH:18][C:17]([O:20][CH3:21])=[CH:16][CH:15]=1)=O)C.C(OC([N:35]=[C:36]=[S:37])=O)C. No catalyst specified. The product is [Si:23]([O:22][CH:13]([C:14]1[CH:15]=[CH:16][C:17]([O:20][CH3:21])=[CH:18][CH:19]=1)[CH2:12][N:11]1[C:10]2[CH:9]=[CH:8][NH:7][C:6]=2[C:4](=[O:3])[NH:35][C:36]1=[S:37])([C:26]([CH3:27])([CH3:29])[CH3:28])([CH3:25])[CH3:24]. The yield is 0.900. (5) The reactants are Cl.[CH2:2]([N:6]([CH2:11][CH2:12][CH2:13]Cl)[CH2:7][CH2:8][CH2:9][CH3:10])[CH2:3][CH2:4][CH3:5].[OH:15][C:16]1[CH:23]=[CH:22][C:19]([CH:20]=[O:21])=[CH:18][CH:17]=1.C(=O)([O-])[O-].[K+].[K+].CCC(C)=O. The catalyst is O. The product is [CH2:2]([N:6]([CH2:7][CH2:8][CH2:9][CH3:10])[CH2:11][CH2:12][CH2:13][O:15][C:16]1[CH:23]=[CH:22][C:19]([CH:20]=[O:21])=[CH:18][CH:17]=1)[CH2:3][CH2:4][CH3:5]. The yield is 0.890. (6) The reactants are [O:1]1[CH:5]=[CH:4][CH:3]=[C:2]1[C:6]1[N:11]=[C:10](O)[CH:9]=[C:8]([C:13]2[S:14][CH:15]=[CH:16][N:17]=2)[N:7]=1.[Cl:18]C1N=C(C2SC=CC=2)N=C(N)C=1. No catalyst specified. The product is [Cl:18][C:10]1[CH:9]=[C:8]([C:13]2[S:14][CH:15]=[CH:16][N:17]=2)[N:7]=[C:6]([C:2]2[O:1][CH:5]=[CH:4][CH:3]=2)[N:11]=1. The yield is 0.620. (7) The reactants are [F:1][C:2]1[C:7]([OH:8])=[CH:6][CH:5]=[C:4]([F:9])[C:3]=1[NH:10][C:11](=O)[C:12]1[C:17]([F:18])=[CH:16][CH:15]=[C:14]([C:19]2[CH:24]=[CH:23][CH:22]=[C:21]([F:25])[CH:20]=2)[C:13]=1[CH3:26]. The catalyst is C1COCC1. The product is [F:1][C:2]1[C:3]([NH:10][CH2:11][C:12]2[C:17]([F:18])=[CH:16][CH:15]=[C:14]([C:19]3[CH:24]=[CH:23][CH:22]=[C:21]([F:25])[CH:20]=3)[C:13]=2[CH3:26])=[C:4]([F:9])[CH:5]=[CH:6][C:7]=1[OH:8]. The yield is 0.590.